From a dataset of Full USPTO retrosynthesis dataset with 1.9M reactions from patents (1976-2016). Predict the reactants needed to synthesize the given product. (1) Given the product [N+:11]([C:14]1[CH:19]=[CH:18][CH:17]=[CH:16][C:15]=1[S:20]([N@:4]1[CH2:2][CH:3]1[C:5]([OH:7])=[O:6])(=[O:22])=[O:21])([O-:13])=[O:12], predict the reactants needed to synthesize it. The reactants are: Cl[CH2:2][C@H:3]([C:5]([OH:7])=[O:6])[NH2:4].O.[OH-].[Li+].[N+:11]([C:14]1[CH:19]=[CH:18][CH:17]=[CH:16][C:15]=1[S:20](Cl)(=[O:22])=[O:21])([O-:13])=[O:12].Cl. (2) Given the product [CH2:7]([N:10]1[CH2:15][CH:14]2[CH:12]([C:13]2([C:19]2[CH:20]=[C:21]([CH:22]=[CH:23][CH:24]=2)[NH2:25])[CH2:17][CH3:18])[CH2:11]1)[CH:8]=[CH2:9], predict the reactants needed to synthesize it. The reactants are: [H-].[Al+3].[Li+].[H-].[H-].[H-].[CH2:7]([N:10]1[C:15](=O)[CH:14]2[CH:12]([C:13]2([C:19]2[CH:24]=[CH:23][CH:22]=[C:21]([NH2:25])[CH:20]=2)[CH2:17][CH3:18])[C:11]1=O)[CH:8]=[CH2:9].O. (3) Given the product [CH3:13][C:5]1[C:4]([N+:1]([O-:3])=[O:2])=[CH:12][CH:11]=[C:10]2[C:6]=1[CH:7]=[CH:8][NH:9]2, predict the reactants needed to synthesize it. The reactants are: [N+:1]([C:4]1[CH:5]=[C:6]2[C:10](=[CH:11][CH:12]=1)[NH:9][CH:8]=[CH:7]2)([O-:3])=[O:2].[CH3:13][Mg]Br.ClC1C(=O)C(C#N)=C(C#N)C(=O)C=1Cl. (4) Given the product [Cl:1][C:2]1[CH:3]=[CH:4][C:5]([CH:8]([C:18]2[CH:19]=[CH:20][C:21]([Cl:24])=[CH:22][CH:23]=2)[N:9]2[CH2:14][CH2:13][N:12]([C:15]([O:25][N:26]3[C:30](=[O:31])[CH2:29][NH:28][C:27]3=[O:32])=[O:16])[CH2:11][CH2:10]2)=[CH:6][CH:7]=1, predict the reactants needed to synthesize it. The reactants are: [Cl:1][C:2]1[CH:7]=[CH:6][C:5]([CH:8]([C:18]2[CH:23]=[CH:22][C:21]([Cl:24])=[CH:20][CH:19]=2)[N:9]2[CH2:14][CH2:13][N:12]([C:15](Cl)=[O:16])[CH2:11][CH2:10]2)=[CH:4][CH:3]=1.[OH:25][N:26]1[C:30](=[O:31])[CH2:29][NH:28][C:27]1=[O:32].CN(C=O)C.